This data is from Full USPTO retrosynthesis dataset with 1.9M reactions from patents (1976-2016). The task is: Predict the reactants needed to synthesize the given product. (1) Given the product [CH2:8]([N:5]1[CH2:6][CH2:7][CH:2]([NH:1][S:22]([CH3:21])(=[O:24])=[O:23])[CH2:3][CH2:4]1)[C:9]1[CH:14]=[CH:13][CH:12]=[CH:11][CH:10]=1, predict the reactants needed to synthesize it. The reactants are: [NH2:1][CH:2]1[CH2:7][CH2:6][N:5]([CH2:8][C:9]2[CH:14]=[CH:13][CH:12]=[CH:11][CH:10]=2)[CH2:4][CH2:3]1.N1C=CC=CC=1.[CH3:21][S:22](Cl)(=[O:24])=[O:23].O. (2) Given the product [CH3:35][O:34][C:31]1[CH:32]=[CH:33][C:28]([C:27]([NH2:26])=[O:36])=[CH:29][CH:30]=1, predict the reactants needed to synthesize it. The reactants are: BrC1C=C(N2C=C(CN(CC)CC)N=N2)C=CC=1.NC1C=CC([NH:26][C:27](=[O:36])[C:28]2[CH:33]=[CH:32][C:31]([O:34][CH3:35])=[CH:30][CH:29]=2)=CC=1.C([O-])([O-])=O.[K+].[K+]. (3) Given the product [F:8][C:4]1[C:3]([N+:9]([O-:11])=[O:10])=[C:2]([CH:7]=[CH:6][CH:5]=1)[NH:20][C:17]1[CH:18]=[CH:19][C:14]([O:13][CH3:12])=[CH:15][CH:16]=1, predict the reactants needed to synthesize it. The reactants are: F[C:2]1[CH:7]=[CH:6][CH:5]=[C:4]([F:8])[C:3]=1[N+:9]([O-:11])=[O:10].[CH3:12][O:13][C:14]1[CH:19]=[CH:18][C:17]([NH2:20])=[CH:16][CH:15]=1.C(=O)([O-])[O-].[K+].[K+].O. (4) Given the product [N:9]1([C:2]2[C:3](=[O:8])[NH:4][CH2:5][CH2:6][CH:7]=2)[CH2:14][CH2:13][O:12][CH2:11][CH2:10]1, predict the reactants needed to synthesize it. The reactants are: Cl[C:2]1[C:3](=[O:8])[NH:4][CH2:5][CH2:6][CH:7]=1.[NH:9]1[CH2:14][CH2:13][O:12][CH2:11][CH2:10]1.C(N(CC)CC)C.